From a dataset of NCI-60 drug combinations with 297,098 pairs across 59 cell lines. Regression. Given two drug SMILES strings and cell line genomic features, predict the synergy score measuring deviation from expected non-interaction effect. Drug 1: C1CCC(CC1)NC(=O)N(CCCl)N=O. Drug 2: CN1C(=O)N2C=NC(=C2N=N1)C(=O)N. Cell line: SNB-75. Synergy scores: CSS=30.2, Synergy_ZIP=2.65, Synergy_Bliss=7.13, Synergy_Loewe=-3.12, Synergy_HSA=5.24.